From a dataset of hERG potassium channel inhibition data for cardiac toxicity prediction from Karim et al.. Regression/Classification. Given a drug SMILES string, predict its toxicity properties. Task type varies by dataset: regression for continuous values (e.g., LD50, hERG inhibition percentage) or binary classification for toxic/non-toxic outcomes (e.g., AMES mutagenicity, cardiotoxicity, hepatotoxicity). Dataset: herg_karim. (1) The drug is O=C(N[C@H]1C2CC3CC1C[C@](O)(C3)C2)c1cnc(N2CCOCC2)nc1C1CC1. The result is 0 (non-blocker). (2) The drug is Cn1ncc(C(=O)N2CCC(Nc3cc(=O)[nH]c4ccc(F)cc34)CC2)c1Cl. The result is 0 (non-blocker). (3) The compound is O=S(=O)(NCCCCN1CCN(c2nsc3ccccc23)CC1)c1cc2ccc(Cl)cc2s1. The result is 0 (non-blocker). (4) The drug is CCn1ccc(NC(=O)c2cc(Oc3ccc(C(=O)N4CCC4)cc3)cc(O[C@@H](C)CO)c2)n1. The result is 0 (non-blocker). (5) The result is 1 (blocker). The compound is Cn1c(SCCCN2CC3CCN(c4ccc(C(F)(F)F)cc4)C3C2)nnc1-c1cccnc1. (6) The drug is NC1=NC(c2cccc(-c3cncnc3)c2)(c2ccnc(C(F)F)c2)c2cccc(F)c21. The result is 1 (blocker). (7) The molecule is C/C=C1\N(C)[C@H](C)CC1(c1ccccc1)c1ccccc1. The result is 0 (non-blocker). (8) The drug is COc1cc(-c2cn(C3CCCCN(CC(F)(F)F)C3=O)nn2)ccc1-n1cnc(C)c1. The result is 0 (non-blocker). (9) The compound is Cc1ccc(F)cc1C(C)(C)C[C@@](O)(Cc1cc2ncncc2[nH]1)C(F)(F)F. The result is 1 (blocker). (10) The compound is COc1c(N2C[C@H]3CCC[NH2+][C@H]3C2)c(F)cc2c1[N+](C1CC1)=C[C@@H](C(=O)[O-])C2=O. The result is 0 (non-blocker).